From a dataset of Full USPTO retrosynthesis dataset with 1.9M reactions from patents (1976-2016). Predict the reactants needed to synthesize the given product. Given the product [NH2:1][C:2]1[N:3]=[CH:4][C:5]([C:8]2[C:13]([F:14])=[CH:12][C:11]([C:15]3[C:16]([SH:21])=[CH:17][CH:18]=[CH:19][CH:20]=3)=[CH:10][CH:9]=2)=[N:6][CH:7]=1, predict the reactants needed to synthesize it. The reactants are: [NH2:1][C:2]1[N:3]=[CH:4][C:5]([C:8]2[C:13]([F:14])=[CH:12][C:11]([C:15]3[CH:20]=[CH:19][CH:18]=[CH:17][C:16]=3[S:21]CCC(OCC)=O)=[CH:10][CH:9]=2)=[N:6][CH:7]=1.C1COCC1.CC([O-])(C)C.[K+].Cl.